From a dataset of Reaction yield outcomes from USPTO patents with 853,638 reactions. Predict the reaction yield, written as a fraction of the theoretical maximum amount of product (1.0 means a 100% yield; for example, 0.34 means a 34% yield). (1) The reactants are [Cl:1][C:2]1[CH:7]=[CH:6][C:5]([C:8]2[C:12]([C:13]3[N:14]=[CH:15][NH:16][CH:17]=3)=[C:11]([C:18]([F:21])([F:20])[F:19])[O:10][N:9]=2)=[CH:4][CH:3]=1.[CH3:22][C:23]([C:25]1[CH:30]=[CH:29][C:28](F)=[CH:27][CH:26]=1)=[O:24].N1C=C(C2C(C3C=CC=CC=3)=NOC=2C(F)(F)F)N=C1.FC1C=CC(C(F)(F)F)=CC=1. No catalyst specified. The product is [Cl:1][C:2]1[CH:7]=[CH:6][C:5]([C:8]2[C:12]([C:13]3[N:14]=[CH:15][N:16]([C:28]4[CH:29]=[CH:30][C:25]([C:23](=[O:24])[CH3:22])=[CH:26][CH:27]=4)[CH:17]=3)=[C:11]([C:18]([F:21])([F:19])[F:20])[O:10][N:9]=2)=[CH:4][CH:3]=1. The yield is 0.440. (2) The reactants are [S:1]([O-:5])(=[O:4])(=[O:3])[CH3:2].CS(O)(=O)=O.C(N(CC)CC)C.C1(P(C2C=CC=CC=2)C2C=CC=CC=2)C=CC=CC=1.[CH3:37][O:38][C:39]([C@@H:41]1[CH2:45][C@@H:44](O)[CH2:43][N:42]1[S:47]([C:50]1[CH:59]=[CH:58][C:57]2[C:52](=[CH:53][CH:54]=[CH:55][CH:56]=2)[CH:51]=1)(=[O:49])=[O:48])=[O:40].N(C(OC(C)C)=O)=NC(OC(C)C)=O. The catalyst is C1(C)C=CC=CC=1.C(OCC)(=O)C.CCCCCC.O. The product is [CH3:37][O:38][C:39]([C@@H:41]1[CH2:45][C@H:44]([O:3][S:1]([CH3:2])(=[O:5])=[O:4])[CH2:43][N:42]1[S:47]([C:50]1[CH:59]=[CH:58][C:57]2[C:52](=[CH:53][CH:54]=[CH:55][CH:56]=2)[CH:51]=1)(=[O:49])=[O:48])=[O:40]. The yield is 0.860. (3) The product is [N:1]1[CH:6]=[CH:5][CH:4]=[CH:3][C:2]=1[N:7]1[CH2:8][CH2:9][N:10]([CH2:13][C:14]2[N:15]([C:28]([N:23]3[CH2:27][CH2:26][CH2:25][CH2:24]3)=[O:29])[C:16]3[CH:22]=[CH:21][CH:20]=[CH:19][C:17]=3[N:18]=2)[CH2:11][CH2:12]1. The reactants are [N:1]1[CH:6]=[CH:5][CH:4]=[CH:3][C:2]=1[N:7]1[CH2:12][CH2:11][N:10]([CH2:13][C:14]2[NH:18][C:17]3[CH:19]=[CH:20][CH:21]=[CH:22][C:16]=3[N:15]=2)[CH2:9][CH2:8]1.[N:23]1([C:28](Cl)=[O:29])[CH2:27][CH2:26][CH2:25][CH2:24]1.C(N(CC)CC)C. The catalyst is ClCCl. The yield is 0.400.